The task is: Predict the product of the given reaction.. This data is from Forward reaction prediction with 1.9M reactions from USPTO patents (1976-2016). (1) Given the reactants [Cl:1][C:2]1[CH:3]=[C:4]2[C:8](=[CH:9][CH:10]=1)[NH:7][CH:6]=[CH:5]2.[H-].[Na+].[CH3:13]I, predict the reaction product. The product is: [Cl:1][C:2]1[CH:3]=[C:4]2[C:8](=[CH:9][CH:10]=1)[N:7]([CH3:13])[CH:6]=[CH:5]2. (2) Given the reactants ClC1N=C2C(NC=N2)=C(Cl)N=1.C(N1C=NC2C1=NC=NC=2)=C.[NH2:23][C:24]1[CH:29]=[CH:28][C:27]([P:30](=[O:33])([CH3:32])[CH3:31])=[CH:26][CH:25]=1.CCN(C(C)C)C(C)C.[Cl:43][C:44]1[N:52]=[C:51]2[C:47]([N:48]=[CH:49][N:50]2[CH:53]=[CH2:54])=[C:46](Cl)[N:45]=1, predict the reaction product. The product is: [Cl:43][C:44]1[N:52]=[C:51]2[C:47]([N:48]=[CH:49][N:50]2[CH:53]=[CH2:54])=[C:46]([NH:23][C:24]2[CH:25]=[CH:26][C:27]([P:30]([CH3:31])([CH3:32])=[O:33])=[CH:28][CH:29]=2)[N:45]=1. (3) Given the reactants Br[C:2]1[CH:3]=[CH:4][C:5]2[C@H:10]([CH2:11][CH2:12][N:13]3[CH2:18][CH2:17][N:16]([C:19]4[C:23]5[CH:24]=[CH:25][C:26]([C:28]#[N:29])=[CH:27][C:22]=5[S:21][CH:20]=4)[CH2:15][C@H:14]3[CH3:30])[O:9][CH2:8][CH2:7][C:6]=2[CH:31]=1.[NH:32]1[CH2:36][CH2:35][NH:34][C:33]1=[O:37].C1(P(C2C=CC=CC=2)C2C=CC3C(=CC=CC=3)C=2C2C3C(=CC=CC=3)C=CC=2P(C2C=CC=CC=2)C2C=CC=CC=2)C=CC=CC=1.C(=O)([O-])[O-].[Cs+].[Cs+], predict the reaction product. The product is: [C:28]([C:26]1[CH:25]=[CH:24][C:23]2[C:19]([N:16]3[CH2:17][CH2:18][N:13]([CH2:12][CH2:11][C@H:10]4[C:5]5[CH:4]=[CH:3][C:2]([N:32]6[CH2:36][CH2:35][NH:34][C:33]6=[O:37])=[CH:31][C:6]=5[CH2:7][CH2:8][O:9]4)[C@H:14]([CH3:30])[CH2:15]3)=[CH:20][S:21][C:22]=2[CH:27]=1)#[N:29]. (4) Given the reactants [CH3:1][C:2]1([CH3:22])[CH2:11][CH:10]=[C:9]([S:12][C:13]2[CH:18]=[CH:17][CH:16]=[CH:15][CH:14]=2)[C:8]2[CH:7]=[C:6]([C:19]([OH:21])=[O:20])[CH:5]=[CH:4][C:3]1=2.O[C:24]1[CH:38]=[CH:37][C:27]([C:28]([O:30][CH2:31][CH2:32][Si](C)(C)C)=[O:29])=[CH:26][CH:25]=1.Cl.CN(C)CCCN=C=NCC.CCOC(C)=O, predict the reaction product. The product is: [CH3:1][C:2]1([CH3:22])[CH2:11][CH:10]=[C:9]([S:12][C:13]2[CH:14]=[CH:15][CH:16]=[CH:17][CH:18]=2)[C:8]2[CH:7]=[C:6]([C:19]([O:21][C:24]3[CH:38]=[CH:37][C:27]([C:28]([O:30][CH2:31][CH3:32])=[O:29])=[CH:26][CH:25]=3)=[O:20])[CH:5]=[CH:4][C:3]1=2. (5) Given the reactants C1C=C[NH+]=CC=1.[O-][Cr](Cl)(=O)=O.[F:12][C:13]([F:25])([F:24])[C:14]1[CH:19]=[CH:18][C:17]([CH2:20][CH2:21][CH2:22][OH:23])=[CH:16][CH:15]=1, predict the reaction product. The product is: [F:12][C:13]([F:24])([F:25])[C:14]1[CH:15]=[CH:16][C:17]([CH2:20][CH2:21][CH:22]=[O:23])=[CH:18][CH:19]=1. (6) The product is: [CH:12]([C:14]1[CH:19]=[C:18]([C:2]2[CH:3]=[C:4]([CH:7]=[C:8]([O:10][CH3:11])[N:9]=2)[C:5]#[N:6])[CH:17]=[CH:16][CH:15]=1)=[O:13]. Given the reactants Cl[C:2]1[CH:3]=[C:4]([CH:7]=[C:8]([O:10][CH3:11])[N:9]=1)[C:5]#[N:6].[CH:12]([C:14]1[CH:15]=[C:16](B(O)O)[CH:17]=[CH:18][CH:19]=1)=[O:13], predict the reaction product. (7) Given the reactants CS(O[CH2:6][C@H:7]1[CH2:12][CH2:11][C@@H:10]([N:13]2[CH:17]=[C:16]([C:18]3[C:19]4[CH:26]=[CH:25][N:24]([CH2:27][O:28][CH2:29][CH2:30][Si:31]([CH3:34])([CH3:33])[CH3:32])[C:20]=4[N:21]=[CH:22][N:23]=3)[CH:15]=[N:14]2)[CH2:9][CH2:8]1)(=O)=O.[NH2:35][C:36]1[NH:37][C:38]([SH:41])=[N:39][N:40]=1.C(=O)([O-])[O-].[K+].[K+], predict the reaction product. The product is: [CH3:32][Si:31]([CH3:34])([CH3:33])[CH2:30][CH2:29][O:28][CH2:27][N:24]1[C:20]2[N:21]=[CH:22][N:23]=[C:18]([C:16]3[CH:15]=[N:14][N:13]([C@@H:10]4[CH2:11][CH2:12][C@H:7]([CH2:6][S:41][C:38]5[NH:37][C:36]([NH2:35])=[N:40][N:39]=5)[CH2:8][CH2:9]4)[CH:17]=3)[C:19]=2[CH:26]=[CH:25]1. (8) Given the reactants [Cl:1][C:2]1[C:7]([N:8]2[CH2:13][CH2:12][NH:11][CH2:10][CH2:9]2)=[CH:6][C:5]([C:14]#[N:15])=[CH:4][C:3]=1[NH:16][C:17]1[N:22]=[C:21]([N:23]([CH:33]2[CH2:35][CH2:34]2)[CH2:24][C:25]2[CH:30]=[CH:29][C:28]([O:31][CH3:32])=[CH:27][CH:26]=2)[C:20]2=[N:36][CH:37]=[C:38]([C:39]#[N:40])[N:19]2[N:18]=1.C(N(CC)C(C)C)(C)C.FC(F)(F)S(O[CH2:56][CH:57]([F:59])[F:58])(=O)=O, predict the reaction product. The product is: [Cl:1][C:2]1[C:7]([N:8]2[CH2:13][CH2:12][N:11]([CH2:56][CH:57]([F:59])[F:58])[CH2:10][CH2:9]2)=[CH:6][C:5]([C:14]#[N:15])=[CH:4][C:3]=1[NH:16][C:17]1[N:22]=[C:21]([N:23]([CH:33]2[CH2:34][CH2:35]2)[CH2:24][C:25]2[CH:30]=[CH:29][C:28]([O:31][CH3:32])=[CH:27][CH:26]=2)[C:20]2=[N:36][CH:37]=[C:38]([C:39]#[N:40])[N:19]2[N:18]=1. (9) The product is: [Na+:6].[Br-:7].[O-:3][S:2]([O-:4])=[O:1].[Na+:6].[Na+:6].[O-:4][S:2]([O-:5])(=[O:3])=[O:1].[Na+:6].[Na+:6]. Given the reactants [OH:1][S:2]([O-:5])(=[O:4])=[O:3].[Na+:6].[BrH:7].[OH-].[Na+], predict the reaction product. (10) Given the reactants [NH:1]1[C:9]2[C:4](=[CH:5][C:6]([NH:10][C:11]3[C:15]([C:16]([NH2:18])=[O:17])=[C:14]([NH2:19])[NH:13][N:12]=3)=[CH:7][CH:8]=2)[CH:3]=[N:2]1.[CH3:20][C:21]1[CH:22]=[C:23]([CH:26]=[C:27]([CH3:30])[C:28]=1[OH:29])[CH:24]=O.[BH4-].[Na+].O, predict the reaction product. The product is: [NH:1]1[C:9]2[C:4](=[CH:5][C:6]([NH:10][C:11]3[C:15]([C:16]([NH2:18])=[O:17])=[C:14]([NH:19][CH2:24][C:23]4[CH:26]=[C:27]([CH3:30])[C:28]([OH:29])=[C:21]([CH3:20])[CH:22]=4)[NH:13][N:12]=3)=[CH:7][CH:8]=2)[CH:3]=[N:2]1.